From a dataset of Forward reaction prediction with 1.9M reactions from USPTO patents (1976-2016). Predict the product of the given reaction. (1) Given the reactants [Cl:1][C:2]1[CH:3]=[C:4]([CH2:8][N:9]2[C:13](=[S:14])[NH:12][C:11]([C:15]3[CH:23]=[CH:22][C:18]([C:19]([OH:21])=O)=[CH:17][CH:16]=3)=[N:10]2)[CH:5]=[CH:6][CH:7]=1.C(N1C=CN=C1)(N1C=CN=C1)=O.[CH2:36]([CH2:38][NH2:39])[OH:37], predict the reaction product. The product is: [Cl:1][C:2]1[CH:3]=[C:4]([CH2:8][N:9]2[C:13](=[S:14])[NH:12][C:11]([C:15]3[CH:23]=[CH:22][C:18]([C:19]([NH:39][CH2:38][CH2:36][OH:37])=[O:21])=[CH:17][CH:16]=3)=[N:10]2)[CH:5]=[CH:6][CH:7]=1. (2) Given the reactants [F:1][C:2]([F:18])([F:17])[C:3]([C:5]1[C:13]2[C:8](=[CH:9][C:10]([N+:14]([O-:16])=[O:15])=[CH:11][CH:12]=2)[NH:7][CH:6]=1)=[O:4].[C:19]1([CH3:27])[CH:24]=[CH:23][C:22]([Mg]Br)=[CH:21][CH:20]=1.[Cl-].[NH4+], predict the reaction product. The product is: [CH2:27]([N:7]1[C:8]2[C:13](=[CH:12][CH:11]=[C:10]([N+:14]([O-:16])=[O:15])[CH:9]=2)[C:5]([C:3]([C:10]2[CH:9]=[CH:8][C:13]([CH3:5])=[CH:12][CH:11]=2)([OH:4])[C:2]([F:1])([F:17])[F:18])=[CH:6]1)[C:19]1[CH:24]=[CH:23][CH:22]=[CH:21][CH:20]=1.